This data is from Full USPTO retrosynthesis dataset with 1.9M reactions from patents (1976-2016). The task is: Predict the reactants needed to synthesize the given product. Given the product [CH:5]1([C:3](=[O:4])[CH2:12][C:11]([CH:8]2[CH2:10][CH2:9]2)=[O:13])[CH2:6][CH2:7]1, predict the reactants needed to synthesize it. The reactants are: CO[C:3]([CH:5]1[CH2:7][CH2:6]1)=[O:4].[CH:8]1([C:11](=[O:13])[CH3:12])[CH2:10][CH2:9]1.C[O-].[Na+].Cl.